From a dataset of Reaction yield outcomes from USPTO patents with 853,638 reactions. Predict the reaction yield, written as a fraction of the theoretical maximum amount of product (1.0 means a 100% yield; for example, 0.34 means a 34% yield). (1) The reactants are [N:1]1[C:6]2[NH:7][CH:8]=[CH:9][C:5]=2[C:4]([C:10]2[CH:11]=[N:12][N:13]([C@@H:15]([CH:19]3[CH2:23][CH2:22][CH2:21][CH2:20]3)[CH2:16][C:17]#[N:18])[CH:14]=2)=[N:3][CH:2]=1.[P:24](=[O:28])([OH:27])([OH:26])[OH:25]. The catalyst is ClCCl.CC(O)C. The product is [P:24]([OH:28])([OH:27])([OH:26])=[O:25].[N:1]1[C:6]2[NH:7][CH:8]=[CH:9][C:5]=2[C:4]([C:10]2[CH:11]=[N:12][N:13]([C@@H:15]([CH:19]3[CH2:23][CH2:22][CH2:21][CH2:20]3)[CH2:16][C:17]#[N:18])[CH:14]=2)=[N:3][CH:2]=1. The yield is 0.840. (2) The reactants are [CH3:1][O:2][C:3]1[CH:8]=[CH:7][C:6]([C:9]2[O:10][C:11]3[C:16]([C:17](=O)[CH:18]=2)=[CH:15][CH:14]=[C:13]([O:20][CH2:21][CH2:22][CH2:23][N:24]2[CH2:29][CH2:28][O:27][CH2:26][CH2:25]2)[CH:12]=3)=[CH:5][CH:4]=1.COC1C=CC(P2(SP(C3C=CC(OC)=CC=3)(=S)S2)=[S:39])=CC=1. The catalyst is C1(C)C=CC=CC=1. The product is [CH3:1][O:2][C:3]1[CH:8]=[CH:7][C:6]([C:9]2[O:10][C:11]3[C:16]([C:17](=[S:39])[CH:18]=2)=[CH:15][CH:14]=[C:13]([O:20][CH2:21][CH2:22][CH2:23][N:24]2[CH2:29][CH2:28][O:27][CH2:26][CH2:25]2)[CH:12]=3)=[CH:5][CH:4]=1. The yield is 1.00. (3) The reactants are [CH3:1][C:2]([C:6]1[CH:11]=[CH:10][C:9]([N+:12]([O-:14])=[O:13])=[CH:8][CH:7]=1)([CH3:5])[CH2:3][NH2:4].[OH-].[Na+].[CH3:17][C:18]([O:21][C:22](O[C:22]([O:21][C:18]([CH3:20])([CH3:19])[CH3:17])=[O:23])=[O:23])([CH3:20])[CH3:19].OS([O-])(=O)=O.[K+]. The catalyst is O1CCOCC1.O. The product is [CH3:5][C:2]([C:6]1[CH:11]=[CH:10][C:9]([N+:12]([O-:14])=[O:13])=[CH:8][CH:7]=1)([CH3:1])[CH2:3][NH:4][C:22](=[O:23])[O:21][C:18]([CH3:20])([CH3:19])[CH3:17]. The yield is 0.800. (4) The reactants are [C:1](Cl)(=[O:3])[CH3:2].[Br:5][CH:6]([CH2:11][OH:12])[C:7]([O:9][CH3:10])=[O:8].C(N(CC)CC)C. The catalyst is CCOCC. The product is [C:1]([O:12][CH2:11][CH:6]([Br:5])[C:7]([O:9][CH3:10])=[O:8])(=[O:3])[CH3:2]. The yield is 0.630.